The task is: Predict the reaction yield, written as a fraction of the theoretical maximum amount of product (1.0 means a 100% yield; for example, 0.34 means a 34% yield).. This data is from Reaction yield outcomes from USPTO patents with 853,638 reactions. (1) The reactants are [CH3:1][C:2]1[CH:8]=[C:7]([CH3:9])[CH:6]=[CH:5][C:3]=1[NH2:4].[N+:10]([O-])([OH:12])=[O:11].Cl. The catalyst is C(OC(=O)C)(=O)C. The product is [CH3:9][C:7]1[CH:8]=[C:2]([CH3:1])[C:3]([NH2:4])=[C:5]([N+:10]([O-:12])=[O:11])[CH:6]=1. The yield is 0.970. (2) The reactants are [CH2:1]([O:4][C:5]1[CH:6]=[CH:7][CH:8]=[C:9]2[C:14]=1[N:13]=[CH:12][CH:11]=[CH:10]2)[CH:2]=C.I([O-])(=O)(=O)=[O:16].[Na+].C1COCC1.CO. The catalyst is C(O)(C)(C)C.[Os](=O)(=O)(=O)=O.O. The product is [N:13]1[C:14]2[C:9](=[CH:8][CH:7]=[CH:6][C:5]=2[O:4][CH2:1][CH:2]=[O:16])[CH:10]=[CH:11][CH:12]=1. The yield is 0.300. (3) The reactants are [N+:1]([C:4]1[CH:5]=[C:6]2[C:10](=[CH:11][CH:12]=1)[NH:9][CH:8]=[CH:7]2)([O-:3])=[O:2].[Al+3].[Cl-].[Cl-].[Cl-].Br[C:18]([CH3:21])([CH3:20])[CH3:19]. The catalyst is C(Cl)Cl. The product is [C:18]([C:7]1[C:6]2[C:10](=[CH:11][CH:12]=[C:4]([N+:1]([O-:3])=[O:2])[CH:5]=2)[NH:9][CH:8]=1)([CH3:21])([CH3:20])[CH3:19]. The yield is 0.310. (4) The reactants are [CH:1]1([C:4]2[CH:9]=[CH:8][CH:7]=[C:6]([CH3:10])[C:5]=2[OH:11])[CH2:3][CH2:2]1.ClC1C=CC=CC=1Cl.[OH-].[Na+].[OH:22][C:23]1[CH:28]=[C:27]([Cl:29])[N:26]=[N:25][C:24]=1Cl. The catalyst is C(O)(C)(C)C. The product is [Cl:29][C:27]1[N:26]=[N:25][C:24]([O:11][C:5]2[C:6]([CH3:10])=[CH:7][CH:8]=[CH:9][C:4]=2[CH:1]2[CH2:3][CH2:2]2)=[C:23]([OH:22])[CH:28]=1. The yield is 0.840. (5) The reactants are [OH:1][CH2:2][CH2:3][CH2:4][N:5]1[CH2:10][CH2:9][O:8][CH2:7][CH2:6]1.CCN(CC)CC.[CH3:18][S:19](Cl)(=[O:21])=[O:20]. The catalyst is C(Cl)Cl. The product is [CH3:18][S:19]([O:1][CH2:2][CH2:3][CH2:4][N:5]1[CH2:10][CH2:9][O:8][CH2:7][CH2:6]1)(=[O:21])=[O:20]. The yield is 0.960. (6) The reactants are [NH2:1][C:2]1[N:10]=[C:9]2[C:5]([N:6]=[CH:7][N:8]2[C@@H:11]2[O:17][C@H:16]([CH2:18][OH:19])[C@@H:14]([OH:15])[C@@:12]2([CH3:20])[OH:13])=[C:4]([O:21][CH3:22])[N:3]=1.C1C(=O)N([Cl:30])C(=O)C1. The catalyst is C1COCC1. The product is [NH2:1][C:2]1[N:10]=[C:9]2[C:5]([N:6]=[C:7]([Cl:30])[N:8]2[C@H:11]2[C@:12]([CH3:20])([OH:13])[C@H:14]([OH:15])[C@@H:16]([CH2:18][OH:19])[O:17]2)=[C:4]([O:21][CH3:22])[N:3]=1. The yield is 0.850.